Predict the product of the given reaction. From a dataset of Forward reaction prediction with 1.9M reactions from USPTO patents (1976-2016). Given the reactants [Cl:1][C:2]1[CH:27]=[C:26]([C:28]([F:31])([F:30])[F:29])[CH:25]=[CH:24][C:3]=1[CH2:4][N:5]1[C:9](/[CH:10]=[CH:11]/[C:12]([O:14]CC)=[O:13])=[CH:8][C:7]([O:17][CH2:18][C:19]2([CH3:23])[CH2:22][O:21][CH2:20]2)=[N:6]1.[OH-].[Na+].O1CCCC1, predict the reaction product. The product is: [Cl:1][C:2]1[CH:27]=[C:26]([C:28]([F:29])([F:31])[F:30])[CH:25]=[CH:24][C:3]=1[CH2:4][N:5]1[C:9](/[CH:10]=[CH:11]/[C:12]([OH:14])=[O:13])=[CH:8][C:7]([O:17][CH2:18][C:19]2([CH3:23])[CH2:20][O:21][CH2:22]2)=[N:6]1.